From a dataset of Full USPTO retrosynthesis dataset with 1.9M reactions from patents (1976-2016). Predict the reactants needed to synthesize the given product. (1) Given the product [N:29]1[CH:30]=[CH:31][C:26]([CH2:25][CH2:24][CH2:23][CH2:22][N:7]2[CH2:8][CH:1]3[O:9][CH:5]([CH2:4][N:3]([CH2:10][CH2:11][O:12][C:13]4[CH:20]=[CH:19][C:16]([C:17]#[N:18])=[CH:15][CH:14]=4)[CH2:2]3)[CH2:6]2)=[CH:27][CH:28]=1, predict the reactants needed to synthesize it. The reactants are: [CH:1]12[O:9][CH:5]([CH2:6][NH:7][CH2:8]1)[CH2:4][N:3]([CH2:10][CH2:11][O:12][C:13]1[CH:20]=[CH:19][C:16]([C:17]#[N:18])=[CH:15][CH:14]=1)[CH2:2]2.Cl[CH2:22][CH2:23][CH2:24][CH2:25][C:26]1[CH:31]=[CH:30][N:29]=[CH:28][CH:27]=1.C([O-])([O-])=O.[K+].[K+]. (2) Given the product [CH2:1]([C:3]1[C:12]([CH3:13])=[C:11]([O:14][C:33]([O:32][CH3:29])=[O:34])[C:10]2[C:5](=[CH:6][CH:7]=[C:8]([F:16])[C:9]=2[Cl:15])[N:4]=1)[CH3:2], predict the reactants needed to synthesize it. The reactants are: [CH2:1]([C:3]1[C:12]([CH3:13])=[C:11]([OH:14])[C:10]2[C:5](=[CH:6][CH:7]=[C:8]([F:16])[C:9]=2[Cl:15])[N:4]=1)[CH3:2].[H-].[Na+].C(C1C(C)=[C:29]([O:32][C:33](C2CC2)=[O:34])C2C(=CC(F)=C(F)C=2)N=1)C.C(C1C(C)=C(OC(C2CC2)=O)C2C(=CC=C(F)C=2F)N=1)C.